From a dataset of Reaction yield outcomes from USPTO patents with 853,638 reactions. Predict the reaction yield, written as a fraction of the theoretical maximum amount of product (1.0 means a 100% yield; for example, 0.34 means a 34% yield). (1) The reactants are [F:1][C:2]1[CH:3]=[C:4]([N+:20]([O-:22])=[O:21])[C:5]([NH:9][C@H:10]([C:13]2[CH:18]=[CH:17][C:16]([F:19])=[CH:15][N:14]=2)[CH2:11][OH:12])=[N:6][C:7]=1F.[CH3:23][O:24][C:25]1[NH:29][N:28]=[C:27]([NH2:30])[CH:26]=1. No catalyst specified. The product is [F:1][C:2]1[CH:3]=[C:4]([N+:20]([O-:22])=[O:21])[C:5]([NH:9][C@H:10]([C:13]2[CH:18]=[CH:17][C:16]([F:19])=[CH:15][N:14]=2)[CH2:11][OH:12])=[N:6][C:7]=1[NH:30][C:27]1[CH:26]=[C:25]([O:24][CH3:23])[NH:29][N:28]=1. The yield is 0.180. (2) The reactants are [Cl:1][C:2]1[CH:3]=[C:4]([N:9]2[CH2:14][CH2:13][NH:12][CH2:11][CH2:10]2)[CH:5]=[CH:6][C:7]=1[Cl:8].[N:15]([C:18]1[CH:27]=[CH:26][CH:25]=[C:24]2[C:19]=1[CH:20]=[CH:21][N:22]=[CH:23]2)=[C:16]=[O:17]. The catalyst is C(OCC)C. The product is [Cl:1][C:2]1[CH:3]=[C:4]([N:9]2[CH2:14][CH2:13][N:12]([C:16]([NH:15][C:18]3[CH:27]=[CH:26][CH:25]=[C:24]4[C:19]=3[CH:20]=[CH:21][N:22]=[CH:23]4)=[O:17])[CH2:11][CH2:10]2)[CH:5]=[CH:6][C:7]=1[Cl:8]. The yield is 0.800. (3) The reactants are [I:1][C:2]1[CH:9]=[C:8]([O:10][CH3:11])[C:7]([O:12][CH3:13])=[CH:6][C:3]=1[CH:4]=[O:5].[O-:14][Mn](=O)(=O)=O.[K+].Cl. The catalyst is CC#N.O. The product is [I:1][C:2]1[CH:9]=[C:8]([O:10][CH3:11])[C:7]([O:12][CH3:13])=[CH:6][C:3]=1[C:4]([OH:14])=[O:5]. The yield is 0.850. (4) The reactants are [CH2:1]([N:5]1[C:14]2[C:9](=[CH:10][CH:11]=[CH:12][N:13]=2)[C:8](Cl)=[C:7]([C:16]2[NH:21][C:20]3[CH:22]=[CH:23][CH:24]=[CH:25][C:19]=3[S:18](=[O:27])(=[O:26])[N:17]=2)[C:6]1=[O:28])[CH2:2][CH2:3][CH3:4].[NH3:29]. The catalyst is CO. The product is [NH2:29][C:8]1[C:9]2[C:14](=[N:13][CH:12]=[CH:11][CH:10]=2)[N:5]([CH2:1][CH2:2][CH2:3][CH3:4])[C:6](=[O:28])[C:7]=1[C:16]1[NH:21][C:20]2[CH:22]=[CH:23][CH:24]=[CH:25][C:19]=2[S:18](=[O:26])(=[O:27])[N:17]=1. The yield is 0.200. (5) The reactants are NC1C=CC(CP(=O)(OCCO)OCCO)=CC=1OC.[F:21][C:22]([F:46])([F:45])[CH2:23][O:24][P:25]([CH2:33][C:34]1[CH:39]=[CH:38][C:37]([N+:40]([O-])=O)=[C:36]([O:43][CH3:44])[CH:35]=1)(=[O:32])[O:26][CH2:27][C:28]([F:31])([F:30])[F:29]. No catalyst specified. The product is [F:46][C:22]([F:21])([F:45])[CH2:23][O:24][P:25]([CH2:33][C:34]1[CH:39]=[CH:38][C:37]([NH2:40])=[C:36]([O:43][CH3:44])[CH:35]=1)(=[O:32])[O:26][CH2:27][C:28]([F:29])([F:30])[F:31]. The yield is 0.770. (6) The reactants are [Br:1][C:2]1[CH:3]=[C:4]([NH2:10])[C:5]([O:8][CH3:9])=[N:6][CH:7]=1.N1C=CC=CC=1.[CH3:17][S:18](Cl)(=[O:20])=[O:19]. The catalyst is C(Cl)Cl. The product is [Br:1][C:2]1[CH:3]=[C:4]([NH:10][S:18]([CH3:17])(=[O:20])=[O:19])[C:5]([O:8][CH3:9])=[N:6][CH:7]=1. The yield is 0.570. (7) The reactants are Br[C:2]1[CH:7]=[CH:6][C:5]([F:8])=[CH:4][C:3]=1[CH3:9].[C:10]([Cu])#[N:11]. The catalyst is CN(C=O)C.O. The product is [F:8][C:5]1[CH:6]=[CH:7][C:2]([C:10]#[N:11])=[C:3]([CH3:9])[CH:4]=1. The yield is 0.600.